This data is from Forward reaction prediction with 1.9M reactions from USPTO patents (1976-2016). The task is: Predict the product of the given reaction. (1) Given the reactants [Cl:1][C:2]1[C:7]([C:8](Cl)=[O:9])=[CH:6][C:5]([Cl:11])=[CH:4][N:3]=1.[C:12]([NH2:21])([C:15]1[CH:20]=[CH:19][CH:18]=[CH:17][CH:16]=1)([CH3:14])[CH3:13].C(N(CC)CC)C, predict the reaction product. The product is: [Cl:1][C:2]1[N:3]=[CH:4][C:5]([Cl:11])=[CH:6][C:7]=1[C:8]([NH:21][C:12]([CH3:14])([C:15]1[CH:20]=[CH:19][CH:18]=[CH:17][CH:16]=1)[CH3:13])=[O:9]. (2) Given the reactants [CH3:1][C:2]1[C:3]([CH:8]2[CH2:13][CH2:12][CH2:11][CH:10]([C:14]3[C:19]([CH3:20])=[CH:18][CH:17]=[CH:16][N:15]=3)[NH:9]2)=[N:4][CH:5]=[CH:6][CH:7]=1.Br[CH2:22][C:23]1[CH:28]=[CH:27][C:26]([C:29]#[N:30])=[CH:25][CH:24]=1.CCN(C(C)C)C(C)C, predict the reaction product. The product is: [CH3:1][C:2]1[C:3]([CH:8]2[CH2:13][CH2:12][CH2:11][CH:10]([C:14]3[C:19]([CH3:20])=[CH:18][CH:17]=[CH:16][N:15]=3)[N:9]2[CH2:22][C:23]2[CH:28]=[CH:27][C:26]([C:29]#[N:30])=[CH:25][CH:24]=2)=[N:4][CH:5]=[CH:6][CH:7]=1. (3) Given the reactants [CH3:1][O:2][C:3]1[C:8]([O:9][CH3:10])=[CH:7][CH:6]=[CH:5][C:4]=1[C:11]1[NH:15][N:14]=[N:13][N:12]=1.Br[CH2:17][C:18]1[CH:23]=[CH:22][CH:21]=[CH:20][C:19]=1[Cl:24].ClCC1C=CC=CC=1OC.N, predict the reaction product. The product is: [Cl:24][C:19]1[CH:20]=[CH:21][CH:22]=[CH:23][C:18]=1[CH2:17][N:12]1[C:11]([C:4]2[CH:5]=[CH:6][CH:7]=[C:8]([O:9][CH3:10])[C:3]=2[O:2][CH3:1])=[N:15][N:14]=[N:13]1.